This data is from Catalyst prediction with 721,799 reactions and 888 catalyst types from USPTO. The task is: Predict which catalyst facilitates the given reaction. (1) Reactant: [F:1][C:2]1[CH:3]=[C:4]([NH2:30])[CH:5]=[CH:6][C:7]=1[O:8][C:9]1[CH:14]=[CH:13][N:12]=[C:11]2[CH:15]=[C:16]([C:18]3[CH:23]=[CH:22][C:21]([CH2:24][N:25]4[CH2:29][CH2:28][CH2:27][CH2:26]4)=[CH:20][CH:19]=3)[S:17][C:10]=12.[CH3:31][O:32][C:33]1[CH:38]=[CH:37][CH:36]=[CH:35][C:34]=1[NH:39][C:40](=[O:45])[CH2:41][C:42](O)=[O:43].C1C=CC2N(O)N=NC=2C=1.C(Cl)CCl. Product: [F:1][C:2]1[CH:3]=[C:4]([NH:30][C:42](=[O:43])[CH2:41][C:40]([NH:39][C:34]2[CH:35]=[CH:36][CH:37]=[CH:38][C:33]=2[O:32][CH3:31])=[O:45])[CH:5]=[CH:6][C:7]=1[O:8][C:9]1[CH:14]=[CH:13][N:12]=[C:11]2[CH:15]=[C:16]([C:18]3[CH:19]=[CH:20][C:21]([CH2:24][N:25]4[CH2:29][CH2:28][CH2:27][CH2:26]4)=[CH:22][CH:23]=3)[S:17][C:10]=12. The catalyst class is: 3. (2) Reactant: [C:1]([C:4]1[CH:5]=[C:6]([C:9](=[O:14])[C:10]([Cl:13])([Cl:12])[Cl:11])[NH:7][CH:8]=1)(=[O:3])[CH3:2].[N+:15]([O-])([OH:17])=[O:16]. Product: [C:1]([C:4]1[CH:5]=[C:6]([C:9](=[O:14])[C:10]([Cl:12])([Cl:11])[Cl:13])[NH:7][C:8]=1[N+:15]([O-:17])=[O:16])(=[O:3])[CH3:2]. The catalyst class is: 65. (3) Reactant: Br[CH2:2][C:3]1[CH:12]=[C:11]([C:13]#[N:14])[CH:10]=[CH:9][C:4]=1[C:5](OC)=[O:6].[NH3:15].CCOC(C)=O. Product: [O:6]=[C:5]1[C:4]2[C:3](=[CH:12][C:11]([C:13]#[N:14])=[CH:10][CH:9]=2)[CH2:2][NH:15]1. The catalyst class is: 5. (4) Reactant: [Cl:1][C:2]1[CH:3]=[C:4]([CH:17]=[CH:18][C:19]=1[F:20])[C:5]([NH:7][C:8]([CH3:16])([C:10]1[CH:15]=[CH:14][CH:13]=[CH:12][CH:11]=1)[CH3:9])=[O:6].CN(CCN(C)C)C.CN([CH:32]=[O:33])C. Product: [Cl:1][C:2]1[C:19]([F:20])=[CH:18][CH:17]=[C:4]2[C:3]=1[CH:32]([OH:33])[N:7]([C:8]([CH3:16])([C:10]1[CH:15]=[CH:14][CH:13]=[CH:12][CH:11]=1)[CH3:9])[C:5]2=[O:6]. The catalyst class is: 1. (5) Reactant: Cl.[NH:2]1[CH2:7][CH2:6][CH:5]([CH2:8][O:9][C:10]2[CH:15]=[CH:14][C:13]([C:16]3[CH:21]=[CH:20][C:19]([OH:22])=[CH:18][CH:17]=3)=[CH:12][CH:11]=2)[CH2:4][CH2:3]1.[F:23][C:24]([F:33])([F:32])[C:25]1([C:29](O)=[O:30])[CH2:28][CH2:27][CH2:26]1.C1CN([P+](ON2N=NC3[CH:54]=[CH:55][CH:56]=[CH:57][C:52]2=3)(N2CCCC2)N2CCCC2)CC1.F[P-](F)(F)(F)(F)F.CCN(C(C)C)C(C)C.[OH2:76]. Product: [F:23][C:24]([F:33])([F:32])[C:55]1([C:54]([O:22][C:19]2[CH:18]=[CH:17][C:16]([C:13]3[CH:14]=[CH:15][C:10]([O:9][CH2:8][CH:5]4[CH2:4][CH2:3][N:2]([C:29]([C:25]5([C:24]([F:33])([F:32])[F:23])[CH2:28][CH2:27][CH2:26]5)=[O:30])[CH2:7][CH2:6]4)=[CH:11][CH:12]=3)=[CH:21][CH:20]=2)=[O:76])[CH2:56][CH2:57][CH2:52]1. The catalyst class is: 3. (6) Reactant: C(O)(=O)C.[N:5]1[CH:10]=[CH:9][C:8]([N:11]2[CH2:16][CH2:15][C:14](=O)[CH2:13][CH2:12]2)=[CH:7][CH:6]=1.Cl.CN.[C:21]([BH3-])#[N:22].[Na+]. Product: [CH3:21][NH:22][CH:14]1[CH2:15][CH2:16][N:11]([C:8]2[CH:9]=[CH:10][N:5]=[CH:6][CH:7]=2)[CH2:12][CH2:13]1. The catalyst class is: 5.